Dataset: Drug-target binding data from BindingDB using Ki measurements. Task: Regression. Given a target protein amino acid sequence and a drug SMILES string, predict the binding affinity score between them. We predict pKi (pKi = -log10(Ki in M); higher means stronger inhibition). Dataset: bindingdb_ki. (1) The small molecule is COC(=O)[C@H]1[C@@H](O)CC[C@H]2CN3CCc4c([nH]c5ccccc45)[C@@H]3C[C@@H]21. The target protein (Q02284) has sequence MDFLNASDQNLTSEELLNRMPSKILVSLTLSGLALMTTTINSLVIAAIIVTRKLHHPANYLICSLAVTDFLVAVLVMPFSIVYIVRESWIMGQVLCDIWLSVDIICCTCSILHLSAIALDRYRAITDAVEYARKRTPRHAGIMITIVWVISVFISMPPLFWRHQGTSRDDECVIKHDHIVSTIYSTFGAFYIPLVLILILYYKIYRAARTLYHKRQASRMIKEELNGQVFLESGEKSIKLVSTSYMLEKSLSDPSTDFDRIHSTVKSPRSELKHEKSWRRQKISGTRERKAATTLGLILGAFVICWLPFFVKELVVNVCEKCKISEEMSNFLAWLGYLNSLINPLIYTIFNEDFKKAFQKLVRCRY. The pKi is 7.2. (2) The drug is C=C(C)c1c(OC)ccc2cc(C3CC4CCC(C3C(=O)CC)N4C)ccc12. The target protein (P31652) has sequence METTPLNSQKVLSECKDREDCQENGVLQKGVPTTADRAEPSQISNGYSAVPSTSAGDEASHSIPAATTTLVAEIRQGERETWGKKMDFLLSVIGYAVDLGNIWRFPYICYQNGGGAFLLPYTIMAIFGGIPLFYMELALGQYHRNGCISIWRKICPIFKGIGYAICIIAFYIASYYNTIIAWALYYLISSLTDRLPWTSCTNSWNTGNCTNYFAQDNITWTLHSTSPAEEFYLRHVLQIHQSKGLQDLGTISWQLTLCIVLIFTVIYFSIWKGVKTSGKVVWVTATFPYIVLSVLLVRGATLPGAWRGVVFYLKPNWQKLLETGVWVDAAAQIFFSLGPGFGVLLAFASYNKFNNNCYQDALVTSVVNCMTSFVSGFVIFTVLGYMAEMRNEDVSEVAKDAGPSLLFITYAEAIANMPASTFFAIIFFLMLITLGLDSTFAGLEGVITAVLDEFPHIWAKRREWFVLIVVITCVLGSLLTLTSGGAYVVTLLEEYATGPA.... The pKi is 7.1. (3) The small molecule is O=C1CCCN1CC#CC[C@@H]1CCCCN1. The target protein (P08482) has sequence MNTSVPPAVSPNITVLAPGKGPWQVAFIGITTGLLSLATVTGNLLVLISFKVNTELKTVNNYFLLSLACADLIIGTFSMNLYTTYLLMGHWALGTLACDLWLALDYVASNASVMNLLLISFDRYFSVTRPLSYRAKRTPRRAALMIGLAWLVSFVLWAPAILFWQYLVGERTVLAGQCYIQFLSQPIITFGTAMAAFYLPVTVMCTLYWRIYRETENRARELAALQGSETPGKGGGSSSSSERSQPGAEGSPESPPGRCCRCCRAPRLLQAYSWKEEEEEDEGSMESLTSSEGEEPGSEVVIKMPMVDSEAQAPTKQPPKSSPNTVKRPTKKGRDRGGKGQKPRGKEQLAKRKTFSLVKEKKAARTLSAILLAFILTWTPYNIMVLVSTFCKDCVPETLWELGYWLCYVNSTVNPMCYALCNKAFRDTFRLLLLCRWDKRRWRKIPKRPGSVHRTPSRQC. The pKi is 4.6.